From a dataset of Forward reaction prediction with 1.9M reactions from USPTO patents (1976-2016). Predict the product of the given reaction. (1) Given the reactants [CH3:1][C:2]1[N:3]=[CH:4][O:5][C:6]=1[CH3:7].[CH2:8]([O:10][C:11](=[O:32])[N:12]([C:21]1[CH:26]=[C:25](Br)[N:24]=[C:23]([NH2:28])[C:22]=1[N+:29]([O-:31])=[O:30])[CH2:13][C:14]1[CH:15]=[N:16][C:17]([CH3:20])=[CH:18][CH:19]=1)[CH3:9], predict the reaction product. The product is: [CH2:8]([O:10][C:11](=[O:32])[N:12]([C:21]1[CH:26]=[C:25]([C:4]2[O:5][C:6]([CH3:7])=[C:2]([CH3:1])[N:3]=2)[N:24]=[C:23]([NH2:28])[C:22]=1[N+:29]([O-:31])=[O:30])[CH2:13][C:14]1[CH:15]=[N:16][C:17]([CH3:20])=[CH:18][CH:19]=1)[CH3:9]. (2) Given the reactants C([O:8][N:9]1[C:14]2[N:15]=[CH:16][N:17]=[C:18]([CH3:19])[C:13]=2[C:12]([OH:20])=[C:11]([C:21]2[CH:26]=[CH:25][CH:24]=[CH:23][CH:22]=2)[C:10]1=[O:27])C1C=CC=CC=1.[H][H], predict the reaction product. The product is: [OH:20][C:12]1[C:13]2[C:18]([CH3:19])=[N:17][CH:16]=[N:15][C:14]=2[N:9]([OH:8])[C:10](=[O:27])[C:11]=1[C:21]1[CH:22]=[CH:23][CH:24]=[CH:25][CH:26]=1.